From a dataset of HIV replication inhibition screening data with 41,000+ compounds from the AIDS Antiviral Screen. Binary Classification. Given a drug SMILES string, predict its activity (active/inactive) in a high-throughput screening assay against a specified biological target. (1) The drug is O=c1cc(-c2ccccc2)oc2c1ccc1nc3ccccc3c(O)c12. The result is 0 (inactive). (2) The drug is O=C(C=Cc1ccc(OCCCOc2ccc(C=CC(=O)c3ccccc3)cc2)cc1)c1ccccc1. The result is 0 (inactive). (3) The compound is Cc1cc(C=Cc2cc[n+](C)c3ccccc23)c(O)c2ncccc12. The result is 0 (inactive). (4) The molecule is O=C1CC(C(O)CO)CC(=O)N1. The result is 0 (inactive). (5) The molecule is CCc1n[nH]c(=O)n1N1C(=O)CCC1=O. The result is 0 (inactive). (6) The molecule is O=C(O)c1c[nH]c2c(ccc3ncccc32)c1=O. The result is 0 (inactive). (7) The compound is O=C(CCN(CCO)CCO)Nc1ccc2c(c1)C(=O)c1ccc(NC(=O)CCN(CCO)CCO)cc1C2=O. The result is 0 (inactive).